From a dataset of Forward reaction prediction with 1.9M reactions from USPTO patents (1976-2016). Predict the product of the given reaction. (1) Given the reactants Cl[C:2]1[N:7]=[C:6]([NH:8][C@H:9]([C:11]2[N:16]=[CH:15][C:14]([F:17])=[CH:13][N:12]=2)[CH3:10])[N:5]=[C:4]([NH:18][C:19]2[N:20]=[CH:21][N:22]([CH3:24])[CH:23]=2)[CH:3]=1.C1C=CC(P([C:38]2[C:47]([C:48]3C(P(C4C=CC=CC=4)C4C=CC=CC=4)=CC=[C:54]4[C:49]=3[CH:50]=[CH:51][CH:52]=[CH:53]4)=[C:46]3[C:41](C=CC=C3)=[CH:40][CH:39]=2)C2C=CC=CC=2)=CC=1.CC([N:74](C)C)=O, predict the reaction product. The product is: [C:47]1([C:48]([C:49]2[CH:54]=[CH:53][CH:52]=[CH:51][CH:50]=2)=[N:74][C:2]2[CH:3]=[C:4]([NH:18][C:19]3[N:20]=[CH:21][N:22]([CH3:24])[CH:23]=3)[N:5]=[C:6]([NH:8][C@H:9]([C:11]3[N:16]=[CH:15][C:14]([F:17])=[CH:13][N:12]=3)[CH3:10])[N:7]=2)[CH:46]=[CH:41][CH:40]=[CH:39][CH:38]=1. (2) Given the reactants C[O:2][C:3]1[CH:4]=[CH:5][C:6]2[CH2:7][CH2:8][CH2:9][CH2:10][C:11]=2[CH:12]=1.[C:13]1(=[O:19])[O:18][C:16](=[O:17])[CH2:15][CH2:14]1.[Cl-].[Al+3].[Cl-].[Cl-].Cl, predict the reaction product. The product is: [OH:2][C:3]1[C:4]([C:13](=[O:19])[CH2:14][CH2:15][C:16]([OH:18])=[O:17])=[CH:5][C:6]2[CH2:7][CH2:8][CH2:9][CH2:10][C:11]=2[CH:12]=1.